From a dataset of Peptide-MHC class I binding affinity with 185,985 pairs from IEDB/IMGT. Regression. Given a peptide amino acid sequence and an MHC pseudo amino acid sequence, predict their binding affinity value. This is MHC class I binding data. The binding affinity (normalized) is 0.945. The peptide sequence is RVYEALYYV. The MHC is HLA-A02:03 with pseudo-sequence HLA-A02:03.